Dataset: Catalyst prediction with 721,799 reactions and 888 catalyst types from USPTO. Task: Predict which catalyst facilitates the given reaction. (1) Reactant: [OH:1][C:2]1[CH:3]=[CH:4][C:5]2[O:10][C:9]([CH3:12])([CH3:11])[O:8][C:7](=[O:13])[C:6]=2[CH:14]=1.[CH2:15](Br)[C:16]1[CH:21]=[CH:20][CH:19]=[CH:18][CH:17]=1.C(=O)([O-])[O-].[Cs+].[Cs+]. Product: [CH2:15]([O:1][C:2]1[CH:3]=[CH:4][C:5]2[O:10][C:9]([CH3:11])([CH3:12])[O:8][C:7](=[O:13])[C:6]=2[CH:14]=1)[C:16]1[CH:21]=[CH:20][CH:19]=[CH:18][CH:17]=1. The catalyst class is: 39. (2) Reactant: [C:1]1([S:7]([C:10]2[CH:11]=[C:12]3[C:17](=[CH:18][CH:19]=2)[C:16]([CH2:20][NH2:21])=[CH:15][CH:14]=[CH:13]3)(=[O:9])=[O:8])[CH:6]=[CH:5][CH:4]=[CH:3][CH:2]=1.[C:22](Cl)(=[O:24])[CH3:23]. Product: [C:1]1([S:7]([C:10]2[CH:11]=[C:12]3[C:17](=[CH:18][CH:19]=2)[C:16]([CH2:20][NH:21][C:22](=[O:24])[CH3:23])=[CH:15][CH:14]=[CH:13]3)(=[O:9])=[O:8])[CH:2]=[CH:3][CH:4]=[CH:5][CH:6]=1. The catalyst class is: 17. (3) Reactant: CC(C)([O-])C.[K+].[Cl:7][C:8]1[CH:9]=[C:10]([OH:14])[CH:11]=[CH:12][CH:13]=1.[CH2:15]([O:17][C:18](=[O:23])[CH:19]=[C:20](Cl)[CH3:21])[CH3:16]. Product: [CH2:15]([O:17][C:18](=[O:23])/[CH:19]=[C:20](/[O:14][C:10]1[CH:11]=[CH:12][CH:13]=[C:8]([Cl:7])[CH:9]=1)\[CH3:21])[CH3:16]. The catalyst class is: 7. (4) Reactant: Br[C:2]1[CH:3]=[C:4]2[C:8](=[CH:9][C:10]=1[O:11][CH3:12])[C:7](=[O:13])/[C:6](=[CH:14]/[C:15]1[CH:20]=[CH:19][CH:18]=[C:17]([C:21]([F:24])([F:23])[F:22])[CH:16]=1)/[CH2:5]2.[CH3:25][N:26]1[CH2:31][CH2:30][NH:29][CH2:28][CH2:27]1.C(=O)([O-])[O-].[Cs+].[Cs+].C1C=CC(P(C2C(C3C(P(C4C=CC=CC=4)C4C=CC=CC=4)=CC=C4C=3C=CC=C4)=C3C(C=CC=C3)=CC=2)C2C=CC=CC=2)=CC=1. Product: [CH3:12][O:11][C:10]1[CH:9]=[C:8]2[C:4]([CH2:5]/[C:6](=[CH:14]\[C:15]3[CH:20]=[CH:19][CH:18]=[C:17]([C:21]([F:24])([F:23])[F:22])[CH:16]=3)/[C:7]2=[O:13])=[CH:3][C:2]=1[N:29]1[CH2:30][CH2:31][N:26]([CH3:25])[CH2:27][CH2:28]1. The catalyst class is: 101. (5) Reactant: Br[C:2]1[C:3]([C:16]([F:19])([F:18])[F:17])=[CH:4][C:5]([N+:13]([O-:15])=[O:14])=[C:6]([N:8]2[CH:12]=[CH:11][N:10]=[CH:9]2)[CH:7]=1.[CH2:20]([NH2:27])[C:21]1[CH:26]=[CH:25][CH:24]=[CH:23][CH:22]=1.C(N(C(C)C)CC)(C)C. Product: [CH2:20]([NH:27][C:2]1[CH:7]=[C:6]([N:8]2[CH:12]=[CH:11][N:10]=[CH:9]2)[C:5]([N+:13]([O-:15])=[O:14])=[CH:4][C:3]=1[C:16]([F:19])([F:18])[F:17])[C:21]1[CH:26]=[CH:25][CH:24]=[CH:23][CH:22]=1. The catalyst class is: 10. (6) Reactant: [CH3:1][CH:2]([C:4]1[N:8]([CH2:9][CH2:10][C@@H:11]([OH:19])[CH2:12][C@@H:13]([OH:18])[CH2:14][C:15]([OH:17])=[O:16])[C:7]([C:20]2[CH:21]=[CH:22][C:23]([F:26])=[CH:24][CH:25]=2)=[C:6]([C:27]2[CH:28]=[CH:29][CH:30]=[CH:31][CH:32]=2)[C:5]=1[C:33]([NH:35][C:36]1[CH:37]=[CH:38][CH:39]=[CH:40][CH:41]=1)=[O:34])[CH3:3].C([O-])(=O)C.[Ca+2:46].C([O-])(=O)C.[OH-].[Na+]. Product: [CH3:3][CH:2]([C:4]1[N:8]([CH2:9][CH2:10][C@@H:11]([OH:19])[CH2:12][C@@H:13]([OH:18])[CH2:14][C:15]([O-:17])=[O:16])[C:7]([C:20]2[CH:25]=[CH:24][C:23]([F:26])=[CH:22][CH:21]=2)=[C:6]([C:27]2[CH:32]=[CH:31][CH:30]=[CH:29][CH:28]=2)[C:5]=1[C:33]([NH:35][C:36]1[CH:41]=[CH:40][CH:39]=[CH:38][CH:37]=1)=[O:34])[CH3:1].[CH3:3][CH:2]([C:4]1[N:8]([CH2:9][CH2:10][C@@H:11]([OH:19])[CH2:12][C@@H:13]([OH:18])[CH2:14][C:15]([O-:17])=[O:16])[C:7]([C:20]2[CH:25]=[CH:24][C:23]([F:26])=[CH:22][CH:21]=2)=[C:6]([C:27]2[CH:32]=[CH:31][CH:30]=[CH:29][CH:28]=2)[C:5]=1[C:33]([NH:35][C:36]1[CH:41]=[CH:40][CH:39]=[CH:38][CH:37]=1)=[O:34])[CH3:1].[Ca+2:46]. The catalyst class is: 10.